Dataset: Full USPTO retrosynthesis dataset with 1.9M reactions from patents (1976-2016). Task: Predict the reactants needed to synthesize the given product. Given the product [NH2:1][C:2]1[N:10]=[C:9]2[C:5]([N:6]=[CH:7][N:8]2[C@@H:11]2[O:23][C@H:22]([CH2:24][O:25][C:26](=[O:28])[CH3:27])[C@@H:17]([O:18][C:19](=[O:21])[CH3:20])[C@H:12]2[O:13][C:14](=[O:16])[CH3:15])=[C:4]([N:32]([CH3:33])[CH3:31])[N:3]=1, predict the reactants needed to synthesize it. The reactants are: [NH2:1][C:2]1[N:10]=[C:9]2[C:5]([N:6]=[CH:7][N:8]2[C@@H:11]2[O:23][C@H:22]([CH2:24][O:25][C:26](=[O:28])[CH3:27])[C@@H:17]([O:18][C:19](=[O:21])[CH3:20])[C@H:12]2[O:13][C:14](=[O:16])[CH3:15])=[C:4](Cl)[N:3]=1.Cl.[CH3:31][NH:32][CH3:33].C(N(C(C)C)CC)(C)C.O.